From a dataset of Reaction yield outcomes from USPTO patents with 853,638 reactions. Predict the reaction yield, written as a fraction of the theoretical maximum amount of product (1.0 means a 100% yield; for example, 0.34 means a 34% yield). (1) The reactants are [OH:1][C:2]1[CH:14]=[CH:13][C:5]([O:6][CH2:7][C:8]([O:10][CH2:11][CH3:12])=[O:9])=[CH:4][CH:3]=1.[C:15]1([CH2:21][CH2:22][CH2:23][CH2:24]Br)[CH:20]=[CH:19][CH:18]=[CH:17][CH:16]=1.C(=O)([O-])[O-].[K+].[K+].[I-].[K+]. The catalyst is CN(C)C=O. The product is [C:15]1([CH2:21][CH2:22][CH2:23][CH2:24][O:1][C:2]2[CH:3]=[CH:4][C:5]([O:6][CH2:7][C:8]([O:10][CH2:11][CH3:12])=[O:9])=[CH:13][CH:14]=2)[CH:20]=[CH:19][CH:18]=[CH:17][CH:16]=1. The yield is 0.760. (2) The reactants are [CH3:1][N+:2]([CH3:21])([CH2:7][CH2:8][CH2:9][CH2:10][CH2:11][CH2:12][CH2:13][CH2:14][CH2:15][CH2:16][CH2:17][CH2:18][CH2:19][CH3:20])[CH2:3][C:4]([O-:6])=O.CN(C(ON1N=NC2C=CC=CC1=2)=[N+](C)C)C.F[P-](F)(F)(F)(F)F.C(N(CC)C(C)C)(C)C.[CH3:55][NH:56][CH2:57][C@@H:58]([C@H:60]([C@@H:62]([C@@H:64]([CH2:66][OH:67])[OH:65])[OH:63])[OH:61])[OH:59].[Cl:68]CCl. The catalyst is CN(C)C=O. The product is [Cl-:68].[CH3:21][N+:2]([CH3:1])([CH2:7][CH2:8][CH2:9][CH2:10][CH2:11][CH2:12][CH2:13][CH2:14][CH2:15][CH2:16][CH2:17][CH2:18][CH2:19][CH3:20])[CH2:3][C:4]([N:56]([CH3:55])[CH2:57][C@@H:58]([C@H:60]([C@@H:62]([C@@H:64]([CH2:66][OH:67])[OH:65])[OH:63])[OH:61])[OH:59])=[O:6]. The yield is 0.420. (3) The catalyst is ClCCl.C(O)(=O)C. The reactants are [CH2:1]([O:8][C:9]1[CH:14]=[CH:13][N:12]([C:15]2[C:16]([F:29])=[CH:17][C:18]3[C:19]4[CH2:28][NH:27][CH2:26][CH2:25][C:20]=4[N:21]([CH3:24])[C:22]=3[CH:23]=2)[C:11](=[O:30])[CH:10]=1)[C:2]1[CH:7]=[CH:6][CH:5]=[CH:4][CH:3]=1.C=O.[BH-](OC(C)=O)(OC(C)=O)O[C:35](C)=O.[Na+]. The product is [CH2:1]([O:8][C:9]1[CH:14]=[CH:13][N:12]([C:15]2[C:16]([F:29])=[CH:17][C:18]3[C:19]4[CH2:28][N:27]([CH3:35])[CH2:26][CH2:25][C:20]=4[N:21]([CH3:24])[C:22]=3[CH:23]=2)[C:11](=[O:30])[CH:10]=1)[C:2]1[CH:7]=[CH:6][CH:5]=[CH:4][CH:3]=1. The yield is 0.380. (4) The reactants are [OH:1][C@@H:2]1[C@H:18]2[C@@H:9]([CH2:10][CH2:11][C:12]3[C@:17]2([CH3:19])[CH:16]=[CH:15][C:14](=[O:20])[CH:13]=3)[C@H:8]2[C@@:4]([CH3:27])([C@@:5]([OH:26])([C:22](=[O:25])[CH2:23][OH:24])[CH:6]([OH:21])[CH2:7]2)[CH2:3]1. The catalyst is C(O)C.C1(C)C=CC=CC=1.C1C=CC(P(C2C=CC=CC=2)C2C=CC=CC=2)=CC=1.C1C=CC(P(C2C=CC=CC=2)C2C=CC=CC=2)=CC=1.C1C=CC(P(C2C=CC=CC=2)C2C=CC=CC=2)=CC=1.[Cl-].[Rh]. The product is [OH:1][C@@H:2]1[C@H:18]2[C@@H:9]([CH2:10][CH2:11][C:12]3[C@:17]2([CH3:19])[CH2:16][CH2:15][C:14](=[O:20])[CH:13]=3)[C@H:8]2[C@@:4]([CH3:27])([C@@:5]([OH:26])([C:22](=[O:25])[CH2:23][OH:24])[C@H:6]([OH:21])[CH2:7]2)[CH2:3]1. The yield is 0.850. (5) The reactants are [NH:1]([C:8]1[N:17]=[CH:16][C:15]2[CH2:14][CH2:13][C:12]3[C:18]([C:22](OCC)=[O:23])=[N:19][N:20]([CH3:21])[C:11]=3[C:10]=2[N:9]=1)[C:2]1[CH:7]=[CH:6][CH:5]=[CH:4][CH:3]=1.[CH2:27]([CH2:29][NH2:30])[OH:28]. The catalyst is CO.CN(C)C=O. The product is [NH:1]([C:8]1[N:17]=[CH:16][C:15]2[CH2:14][CH2:13][C:12]3[C:18]([C:22]([NH:30][CH2:29][CH2:27][OH:28])=[O:23])=[N:19][N:20]([CH3:21])[C:11]=3[C:10]=2[N:9]=1)[C:2]1[CH:3]=[CH:4][CH:5]=[CH:6][CH:7]=1. The yield is 0.600. (6) The reactants are [Br:1][C:2]1[CH:10]=[CH:9][C:5]([C:6]([OH:8])=O)=[CH:4][CH:3]=1.BrC1C=CC=CC=1C(Cl)=O.[NH2:21][C:22]([CH3:26])([CH3:25])[CH2:23]O. The catalyst is C(Cl)Cl.S(Cl)(Cl)=O. The product is [Br:1][C:2]1[CH:3]=[CH:4][C:5]([C:6]2[O:8][CH2:23][C:22]([CH3:26])([CH3:25])[N:21]=2)=[CH:9][CH:10]=1. The yield is 0.670. (7) The reactants are Cl[C:2]1[CH:3]=[CH:4][C:5]([N+:13]([O-:15])=[O:14])=[C:6]([CH:12]=1)[C:7]([O:9][CH2:10][CH3:11])=[O:8].[C:16]1(B(O)O)[CH:21]=[CH:20][CH:19]=[CH:18][CH:17]=1.[O-]P([O-])([O-])=O.[K+].[K+].[K+]. The catalyst is CN(C=O)C.[Br-].C([N+](CCCC)(CCCC)CCCC)CCC.O.C([O-])(=O)C.[Pd+2].C([O-])(=O)C. The product is [N+:13]([C:5]1[CH:4]=[CH:3][C:2]([C:16]2[CH:21]=[CH:20][CH:19]=[CH:18][CH:17]=2)=[CH:12][C:6]=1[C:7]([O:9][CH2:10][CH3:11])=[O:8])([O-:15])=[O:14]. The yield is 0.890. (8) The reactants are [CH2:1]([O:3][C:4](=[O:37])[CH2:5][N:6]1[C:14]2[CH2:13][CH2:12][CH2:11][C@@H:10]([N:15]([S:17]([C:20]3[CH:21]=[N:22][C:23]([O:29][C:30]4[CH:35]=[CH:34][C:33]([Cl:36])=[CH:32][CH:31]=4)=[C:24]([C:26]([CH3:28])=[CH2:27])[CH:25]=3)(=[O:19])=[O:18])[CH3:16])[C:9]=2[CH:8]=[N:7]1)[CH3:2]. The catalyst is CO.[Pd]. The product is [CH2:1]([O:3][C:4](=[O:37])[CH2:5][N:6]1[C:14]2[CH2:13][CH2:12][CH2:11][C@@H:10]([N:15]([S:17]([C:20]3[CH:21]=[N:22][C:23]([O:29][C:30]4[CH:31]=[CH:32][C:33]([Cl:36])=[CH:34][CH:35]=4)=[C:24]([CH:26]([CH3:28])[CH3:27])[CH:25]=3)(=[O:18])=[O:19])[CH3:16])[C:9]=2[CH:8]=[N:7]1)[CH3:2]. The yield is 0.530. (9) The reactants are [C:1]([CH:5]1[CH2:13][C:12]2[C:7](=[CH:8][C:9]([N+:14]([O-:16])=[O:15])=[CH:10][CH:11]=2)[NH:6]1)([CH3:4])([CH3:3])[CH3:2].C(C1C(=O)C(Cl)=C(Cl)C(=O)C=1C#N)#N. The catalyst is O1CCOCC1. The product is [C:1]([C:5]1[NH:6][C:7]2[C:12]([CH:13]=1)=[CH:11][CH:10]=[C:9]([N+:14]([O-:16])=[O:15])[CH:8]=2)([CH3:4])([CH3:2])[CH3:3]. The yield is 0.800. (10) The reactants are [N:1]1[C:10]2[C:9](=[O:11])[CH2:8][CH2:7][CH2:6][C:5]=2[CH:4]=[CH:3][CH:2]=1.[CH3:12][C:13]1[NH:17][CH:16]=[N:15][C:14]=1[CH:18]=O.[OH-].[Na+]. The catalyst is S(=O)(=O)(O)O. The product is [CH3:12][C:13]1[NH:17][CH:16]=[N:15][C:14]=1/[CH:18]=[C:8]1\[CH2:7][CH2:6][C:5]2[CH:4]=[CH:3][CH:2]=[N:1][C:10]=2[C:9]\1=[O:11]. The yield is 0.860.